From a dataset of Full USPTO retrosynthesis dataset with 1.9M reactions from patents (1976-2016). Predict the reactants needed to synthesize the given product. (1) Given the product [Cl:1][C:2]1[CH:3]=[C:4]([N:9]([CH3:34])[C:10]2[N:15]=[C:14]([NH2:16])[N:13]=[C:12]([C:17]3[N:21]=[C:20]([C:22]4[CH:23]=[N:24][C:25]([O:28][CH2:29][C:30]([F:33])([F:31])[F:32])=[CH:26][CH:27]=4)[O:19][N:18]=3)[N:11]=2)[CH:5]=[CH:6][C:7]=1[F:8], predict the reactants needed to synthesize it. The reactants are: [Cl:1][C:2]1[CH:3]=[C:4]([NH:9][C:10]2[N:15]=[C:14]([NH2:16])[N:13]=[C:12]([C:17]3[N:21]=[C:20]([C:22]4[CH:23]=[N:24][C:25]([O:28][CH2:29][C:30]([F:33])([F:32])[F:31])=[CH:26][CH:27]=4)[O:19][N:18]=3)[N:11]=2)[CH:5]=[CH:6][C:7]=1[F:8].[C:34](=O)([O-])[O-].[K+].[K+].IC.C(=O)([O-])[O-].[Cs+].[Cs+].[H-].[Na+]. (2) Given the product [CH3:15][O:16][C:17]1[CH:18]=[C:19]([N:23]2[CH2:28][CH2:27][N:26]([C:12]([C:11]3[N:7]([C:1]4[CH:2]=[CH:3][CH:4]=[CH:5][CH:6]=4)[N:8]=[CH:9][CH:10]=3)=[O:14])[CH2:25][CH2:24]2)[CH:20]=[CH:21][CH:22]=1, predict the reactants needed to synthesize it. The reactants are: [C:1]1([N:7]2[C:11]([C:12]([OH:14])=O)=[CH:10][CH:9]=[N:8]2)[CH:6]=[CH:5][CH:4]=[CH:3][CH:2]=1.[CH3:15][O:16][C:17]1[CH:18]=[C:19]([N:23]2[CH2:28][CH2:27][NH:26][CH2:25][CH2:24]2)[CH:20]=[CH:21][CH:22]=1.